This data is from Catalyst prediction with 721,799 reactions and 888 catalyst types from USPTO. The task is: Predict which catalyst facilitates the given reaction. (1) Reactant: N1C=CN=C1.[C:6]([Si:10](Cl)([CH3:12])[CH3:11])([CH3:9])([CH3:8])[CH3:7].[CH2:14]([C:17]1[C:22]([O:23][CH3:24])=[CH:21][CH:20]=[CH:19][C:18]=1[C@@H:25]([OH:48])[C:26]#[C:27][CH2:28][CH2:29][C@@H:30]([O:40][Si:41]([C:44]([CH3:47])([CH3:46])[CH3:45])([CH3:43])[CH3:42])[CH2:31][O:32][Si:33]([C:36]([CH3:39])([CH3:38])[CH3:37])([CH3:35])[CH3:34])[CH:15]=[CH2:16]. Product: [CH2:14]([C:17]1[C:22]([O:23][CH3:24])=[CH:21][CH:20]=[CH:19][C:18]=1[C@H:25]([C:26]#[C:27][CH2:28][CH2:29][C@@H:30]([O:40][Si:41]([C:44]([CH3:47])([CH3:46])[CH3:45])([CH3:42])[CH3:43])[CH2:31][O:32][Si:33]([CH3:35])([CH3:34])[C:36]([CH3:37])([CH3:38])[CH3:39])[O:48][Si:10]([CH3:12])([CH3:11])[C:6]([CH3:9])([CH3:8])[CH3:7])[CH:15]=[CH2:16]. The catalyst class is: 3. (2) Reactant: [Br:1][C:2]1[CH:3]=[C:4]2[C:10](I)=[CH:9][N:8]([S:12]([C:15]3[CH:21]=[CH:20][C:18]([CH3:19])=[CH:17][CH:16]=3)(=[O:14])=[O:13])[C:5]2=[N:6][CH:7]=1.C([Mg]Br)(C)C.CN(C)[CH:29]=[O:30]. Product: [Br:1][C:2]1[CH:3]=[C:4]2[C:10]([CH:29]=[O:30])=[CH:9][N:8]([S:12]([C:15]3[CH:21]=[CH:20][C:18]([CH3:19])=[CH:17][CH:16]=3)(=[O:14])=[O:13])[C:5]2=[N:6][CH:7]=1. The catalyst class is: 7. (3) Reactant: [CH3:1][O:2][C:3]1[CH:4]=[C:5]2[C:10](=[CH:11][C:12]=1[CH2:13][CH:14]=O)[N:9]=[CH:8][CH:7]=[CH:6]2.[O:16]1[C:20]2([CH2:25][CH2:24][NH:23][CH2:22][CH2:21]2)[O:19][CH2:18][CH2:17]1.C(O[BH-](OC(=O)C)OC(=O)C)(=O)C.[Na+].C(=O)(O)[O-].[Na+]. Product: [O:16]1[C:20]2([CH2:25][CH2:24][N:23]([CH2:14][CH2:13][C:12]3[CH:11]=[C:10]4[C:5]([CH:6]=[CH:7][CH:8]=[N:9]4)=[CH:4][C:3]=3[O:2][CH3:1])[CH2:22][CH2:21]2)[O:19][CH2:18][CH2:17]1. The catalyst class is: 322. (4) Reactant: [Br:1][C:2]1[C:3](Cl)=[N:4][C:5]([Cl:8])=[N:6][CH:7]=1.[NH2:10][C:11]1[CH:16]=[CH:15][CH:14]=[CH:13][CH:12]=1.C(N(CC)C(C)C)(C)C. Product: [NH:10]([C:3]1[C:2]([Br:1])=[CH:7][N:6]=[C:5]([Cl:8])[N:4]=1)[C:11]1[CH:16]=[CH:15][CH:14]=[CH:13][CH:12]=1. The catalyst class is: 51. (5) Reactant: Cl.[NH2:2][CH2:3][CH2:4][CH2:5][CH2:6][C:7]1[CH:12]=[CH:11][C:10]([O:13][CH3:14])=[CH:9][CH:8]=1.C1(C)C=CC=CC=1.[OH-].[Na+].S([NH:34][N:35]=[CH:36][CH:37](Cl)Cl)(C1C=CC(C)=CC=1)(=O)=O. Product: [CH3:14][O:13][C:10]1[CH:9]=[CH:8][C:7]([CH2:6][CH2:5][CH2:4][CH2:3][N:2]2[CH:37]=[CH:36][N:35]=[N:34]2)=[CH:12][CH:11]=1. The catalyst class is: 72. (6) Reactant: [Br:1][CH2:2][CH2:3]Br.[N:5]1([C:11]2[CH:12]=[CH:13][C:14]([N+:18]([O-:20])=[O:19])=[C:15]([OH:17])[CH:16]=2)[CH2:10][CH2:9][O:8][CH2:7][CH2:6]1.C(=O)([O-])[O-].[K+].[K+].C1(O)C=CC=CC=1.BrC(Br)C. Product: [Br:1][CH2:2][CH2:3][O:17][C:15]1[CH:16]=[C:11]([N:5]2[CH2:6][CH2:7][O:8][CH2:9][CH2:10]2)[CH:12]=[CH:13][C:14]=1[N+:18]([O-:20])=[O:19]. The catalyst class is: 115. (7) Reactant: [CH:1]1[CH:2]=[CH:3][C:4]([C@@H:7]2[N:14]=[C:13]3[N:9]([CH2:10][CH2:11][S:12]3)[CH2:8]2)=[CH:5][CH:6]=1.Cl.[OH-].[Na+]. The catalyst class is: 282. Product: [CH:1]1[CH:6]=[CH:5][C:4]([C@@H:7]2[N:14]=[C:13]3[N:9]([CH2:10][CH2:11][S:12]3)[CH2:8]2)=[CH:3][CH:2]=1. (8) Reactant: CN(C)C=O.[C:6]1([SH:12])[CH:11]=[CH:10][CH:9]=[CH:8][CH:7]=1.C([O-])([O-])=O.[Na+].[Na+].Cl[C:20]1[CH:27]=[CH:26][C:23]([CH:24]=[O:25])=[CH:22][CH:21]=1. Product: [C:6]1([S:12][C:20]2[CH:27]=[CH:26][C:23]([CH:24]=[O:25])=[CH:22][CH:21]=2)[CH:11]=[CH:10][CH:9]=[CH:8][CH:7]=1. The catalyst class is: 6.